This data is from Full USPTO retrosynthesis dataset with 1.9M reactions from patents (1976-2016). The task is: Predict the reactants needed to synthesize the given product. (1) Given the product [Cl:3][C:7]1[NH:6][C:14]2[C:9]([C:8]=1[CH:19]=[O:20])=[CH:10][CH:11]=[CH:12][CH:13]=2, predict the reactants needed to synthesize it. The reactants are: P(Cl)(Cl)([Cl:3])=O.[NH:6]1[C:14]2[C:9](=[CH:10][CH:11]=[CH:12][CH:13]=2)[CH2:8][C:7]1=O.CN([CH:19]=[O:20])C. (2) Given the product [Br:26][CH2:1][C:2]1[CH:3]=[C:4]([CH:15]=[C:16]([CH3:18])[CH:17]=1)[CH:5]=[O:6], predict the reactants needed to synthesize it. The reactants are: [CH3:1][C:2]1[CH:3]=[C:4]([CH:15]=[C:16]([CH3:18])[CH:17]=1)[CH2:5][O:6]C(=O)C1C=CC=CC=1.C1C(=O)N([Br:26])C(=O)C1. (3) Given the product [NH2:3][C:8]1[N:13]=[C:12]([CH2:14][C:15]([N:17]2[C:25]3[C:20](=[CH:21][C:22]([NH:26][C:27]([C:29]4[C:30]([C:35]5[CH:36]=[CH:37][C:38]([C:41]([F:43])([F:44])[F:42])=[CH:39][CH:40]=5)=[CH:31][CH:32]=[CH:33][CH:34]=4)=[O:28])=[CH:23][CH:24]=3)[CH2:19][CH2:18]2)=[O:16])[CH:11]=[CH:10][CH:9]=1, predict the reactants needed to synthesize it. The reactants are: CC1[N:3]([C:8]2[N:13]=[C:12]([CH2:14][C:15]([N:17]3[C:25]4[C:20](=[CH:21][C:22]([NH:26][C:27]([C:29]5[C:30]([C:35]6[CH:40]=[CH:39][C:38]([C:41]([F:44])([F:43])[F:42])=[CH:37][CH:36]=6)=[CH:31][CH:32]=[CH:33][CH:34]=5)=[O:28])=[CH:23][CH:24]=4)[CH2:19][CH2:18]3)=[O:16])[CH:11]=[CH:10][CH:9]=2)C(C)=CC=1.Cl.NO.C(N(CC)CC)C. (4) The reactants are: [C:1](Cl)(=[O:10])[C:2]1[CH:7]=[CH:6][C:5]([O:8][CH3:9])=[CH:4][CH:3]=1.[NH2:12][C:13]1[S:17][C:16]([Br:18])=[N:15][C:14]=1[C:19]([O:21][CH2:22][CH3:23])=[O:20]. Given the product [Br:18][C:16]1[S:17][C:13]([NH:12][C:1](=[O:10])[C:2]2[CH:7]=[CH:6][C:5]([O:8][CH3:9])=[CH:4][CH:3]=2)=[C:14]([C:19]([O:21][CH2:22][CH3:23])=[O:20])[N:15]=1, predict the reactants needed to synthesize it. (5) Given the product [C:1]([N:4]1[C:13]2[C:8](=[CH:9][C:10]([C:14]#[N:15])=[CH:11][CH:12]=2)[C@H:7]([NH:16][C:17]2[CH:22]=[CH:21][CH:20]=[CH:19][C:18]=2[NH2:23])[C@@H:6]([CH3:26])[C@@H:5]1[CH:27]1[CH2:29][CH2:28]1)(=[O:3])[CH3:2], predict the reactants needed to synthesize it. The reactants are: [C:1]([N:4]1[C:13]2[C:8](=[CH:9][C:10]([C:14]#[N:15])=[CH:11][CH:12]=2)[C@H:7]([NH:16][C:17]2[CH:22]=[CH:21][CH:20]=[CH:19][C:18]=2[N+:23]([O-])=O)[C@@H:6]([CH3:26])[C@@H:5]1[CH:27]1[CH2:29][CH2:28]1)(=[O:3])[CH3:2].[Cl-].[NH4+].